Dataset: Reaction yield outcomes from USPTO patents with 853,638 reactions. Task: Predict the reaction yield, written as a fraction of the theoretical maximum amount of product (1.0 means a 100% yield; for example, 0.34 means a 34% yield). (1) The reactants are [SH:1][C:2]1[NH:3][C:4](=[O:12])[CH:5]=[C:6]([S:10][CH3:11])[C:7]=1[C:8]#[N:9].[H-].[Na+].Br[CH2:16][C:17]([NH2:19])=[O:18]. The catalyst is CN(C=O)C. The product is [C:8]([C:7]1[C:6]([S:10][CH3:11])=[CH:5][C:4](=[O:12])[NH:3][C:2]=1[S:1][CH2:16][C:17]([NH2:19])=[O:18])#[N:9]. The yield is 0.699. (2) The catalyst is C1CCCCC1.C(Cl)Cl. The product is [C:11]([C:9]1[CH:8]=[CH:7][C:5]([N:6]2[C:24]([CH3:25])=[CH:23][CH:19]=[C:20]2[CH3:22])=[C:4]([N+:1]([O-:3])=[O:2])[CH:10]=1)([CH3:14])([CH3:13])[CH3:12]. The reactants are [N+:1]([C:4]1[CH:10]=[C:9]([C:11]([CH3:14])([CH3:13])[CH3:12])[CH:8]=[CH:7][C:5]=1[NH2:6])([O-:3])=[O:2].CC(O)=O.[CH2:19]([CH2:23][C:24](=O)[CH3:25])[C:20]([CH3:22])=O. The yield is 0.490. (3) The reactants are [N:1]1[N:2]=[CH:3][N:4]2[CH:9]=[CH:8][CH:7]=[CH:6][C:5]=12.C1C(=O)N([Br:17])C(=O)C1.C(=O)([O-])[O-].[K+].[K+].[OH-].[K+]. The catalyst is C(Cl)(Cl)Cl. The product is [Br:17][C:3]1[N:4]2[CH:9]=[CH:8][CH:7]=[CH:6][C:5]2=[N:1][N:2]=1. The yield is 0.600. (4) The reactants are N#N.[Cl:3][C:4]1[CH:9]=[C:8](I)[CH:7]=[CH:6][N:5]=1.[N+:11]([C:14]1[CH:15]=[C:16]([CH:18]=[CH:19][CH:20]=1)[NH2:17])([O-:13])=[O:12].C1C=CC(P(C2C(C3C(P(C4C=CC=CC=4)C4C=CC=CC=4)=CC=C4C=3C=CC=C4)=C3C(C=CC=C3)=CC=2)C2C=CC=CC=2)=CC=1.C([O-])([O-])=O.[Cs+].[Cs+]. The catalyst is C1(C)C=CC=CC=1.CC([O-])=O.CC([O-])=O.[Pd+2]. The product is [Cl:3][C:4]1[CH:9]=[C:8]([NH:17][C:16]2[CH:18]=[CH:19][CH:20]=[C:14]([N+:11]([O-:13])=[O:12])[CH:15]=2)[CH:7]=[CH:6][N:5]=1. The yield is 0.910. (5) The reactants are Cl.[OH:2][CH:3]1[CH2:8][CH2:7][N:6]([C:9](=[NH:11])[NH2:10])[CH2:5][CH2:4]1.[Cl:12][C:13]([SH:16])(Cl)Cl.[OH-].[Na+]. The catalyst is ClCCl.O. The product is [Cl:12][C:13]1[S:16][N:10]=[C:9]([N:6]2[CH2:7][CH2:8][CH:3]([OH:2])[CH2:4][CH2:5]2)[N:11]=1. The yield is 0.127. (6) The reactants are C1(P(=O)(C2C=CC=CC=2)C2C=CC=CC=2)C=CC=CC=1.FC(F)(F)S(OS(C(F)(F)F)(=O)=O)(=O)=O.C([S:43][C:44]1([CH2:50][NH:51][C:52]([C:54]2[NH:55][C:56]3[C:61]([CH:62]=2)=[CH:60][CH:59]=[CH:58][C:57]=3[N:63]([CH3:72])[S:64]([C:67]2[S:68][CH:69]=[CH:70][CH:71]=2)(=[O:66])=[O:65])=O)[CH2:49][CH2:48][O:47][CH2:46][CH2:45]1)C1C=CC=CC=1.C(=O)([O-])O.[Na+]. The catalyst is C(#N)C. The product is [CH3:72][N:63]([C:57]1[CH:58]=[CH:59][CH:60]=[C:61]2[C:56]=1[NH:55][C:54]([C:52]1[S:43][C:44]3([CH2:49][CH2:48][O:47][CH2:46][CH2:45]3)[CH2:50][N:51]=1)=[CH:62]2)[S:64]([C:67]1[S:68][CH:69]=[CH:70][CH:71]=1)(=[O:66])=[O:65]. The yield is 0.360. (7) The reactants are [CH2:1]([OH:4])[CH2:2][OH:3].[H-].[Na+].Br[CH2:8][C:9]1[CH:14]=[CH:13][C:12]([Cl:15])=[CH:11][CH:10]=1.O. The catalyst is C1COCC1.[N+](CCCC)(CCCC)(CCCC)CCCC.[I-].CCOC(C)=O. The product is [Cl:15][C:12]1[CH:13]=[CH:14][C:9]([CH2:8][O:3][CH2:2][CH2:1][OH:4])=[CH:10][CH:11]=1. The yield is 0.460.